Dataset: Full USPTO retrosynthesis dataset with 1.9M reactions from patents (1976-2016). Task: Predict the reactants needed to synthesize the given product. Given the product [CH3:3][CH:4]1[NH:9][CH2:8][CH2:7][N:6]([C:10]2[C:15]([O:16][CH3:17])=[C:14]3[N:18]([CH:26]4[CH2:28][CH2:27]4)[CH:19]=[C:20]([C:23]([OH:25])=[O:24])[C:21](=[O:22])[C:13]3=[CH:12][C:11]=2[F:29])[CH2:5]1, predict the reactants needed to synthesize it. The reactants are: [OH-].[Na+].[CH3:3][CH:4]1[NH:9][CH2:8][CH2:7][N:6]([C:10]2[C:15]([O:16][CH3:17])=[C:14]3[N:18]([CH:26]4[CH2:28][CH2:27]4)[CH:19]=[C:20]([C:23]([OH:25])=[O:24])[C:21](=[O:22])[C:13]3=[CH:12][C:11]=2[F:29])[CH2:5]1.Cl.